This data is from Full USPTO retrosynthesis dataset with 1.9M reactions from patents (1976-2016). The task is: Predict the reactants needed to synthesize the given product. (1) Given the product [CH3:12][N+:13]([CH2:14][CH2:15][O:16][C:17]1[CH:22]=[CH:21][C:20]([S:23][C:24]2[C:25]([C:37]([NH:39][C:40]3[S:44][N:43]=[C:42]([CH3:45])[N:41]=3)=[O:38])=[N:26][C:27]([S:30][C:31]3[N:35]([CH3:36])[CH:34]=[N:33][N:32]=3)=[CH:28][CH:29]=2)=[CH:19][CH:18]=1)([CH3:46])[O-:9], predict the reactants needed to synthesize it. The reactants are: ClC1C=CC=C(C(OO)=[O:9])C=1.[CH3:12][N:13]([CH3:46])[CH2:14][CH2:15][O:16][C:17]1[CH:22]=[CH:21][C:20]([S:23][C:24]2[C:25]([C:37]([NH:39][C:40]3[S:44][N:43]=[C:42]([CH3:45])[N:41]=3)=[O:38])=[N:26][C:27]([S:30][C:31]3[N:35]([CH3:36])[CH:34]=[N:33][N:32]=3)=[CH:28][CH:29]=2)=[CH:19][CH:18]=1.S([O-])([O-])=O.[Na+].[Na+]. (2) Given the product [CH2:1]([N:8]1[C:13](=[O:14])[CH:12]=[CH:11][C:10]([CH:15]=[O:16])=[N:9]1)[C:2]1[CH:7]=[CH:6][CH:5]=[CH:4][CH:3]=1, predict the reactants needed to synthesize it. The reactants are: [CH2:1]([N:8]1[C:13](=[O:14])[CH2:12][CH2:11][C:10]([CH2:15][OH:16])=[N:9]1)[C:2]1[CH:7]=[CH:6][CH:5]=[CH:4][CH:3]=1. (3) Given the product [Br:1][C:2]1[CH:7]=[CH:6][C:5]([C:8]2[N:13]=[N:12][C:11]([NH:18][NH2:19])=[N:10][CH:9]=2)=[CH:4][C:3]=1[F:16], predict the reactants needed to synthesize it. The reactants are: [Br:1][C:2]1[CH:7]=[CH:6][C:5]([C:8]2[N:13]=[N:12][C:11](SC)=[N:10][CH:9]=2)=[CH:4][C:3]=1[F:16].O.[NH2:18][NH2:19]. (4) Given the product [CH3:1][C:2]1[N:7]=[C:6]([CH3:8])[C:5]([O:9][CH2:10][C@@:11]2([C:17]3[CH:22]=[CH:21][CH:20]=[C:19]([F:23])[CH:18]=3)[CH2:13][C@H:12]2[C:14]([NH:24][C:25]2[CH:30]=[CH:29][C:28]([F:31])=[CH:27][N:26]=2)=[O:16])=[CH:4][N:3]=1, predict the reactants needed to synthesize it. The reactants are: [CH3:1][C:2]1[N:7]=[C:6]([CH3:8])[C:5]([O:9][CH2:10][C@@:11]2([C:17]3[CH:22]=[CH:21][CH:20]=[C:19]([F:23])[CH:18]=3)[CH2:13][C@H:12]2[C:14]([OH:16])=O)=[CH:4][N:3]=1.[NH2:24][C:25]1[CH:30]=[CH:29][C:28]([F:31])=[CH:27][N:26]=1.C(N(CC)C(C)C)(C)C.CCOC(C)=O.CCCCCCC. (5) The reactants are: [F:1][C:2]1[C:3]([F:12])=[CH:4][C:5]2[S:9][C:8]([NH2:10])=[N:7][C:6]=2[CH:11]=1.[F:13][C:14]1[CH:22]=[CH:21][CH:20]=[CH:19][C:15]=1[C:16](Cl)=[O:17].Br[CH:24]([CH2:29][CH3:30])[C:25]([O:27]C)=[O:26].COC1C=CC2N=C(N)SC=2C=1.ClC1C=C(C=CC=1)C(Cl)=O.BrCC(OCC)=O. Given the product [F:1][C:2]1[C:3]([F:12])=[CH:4][C:5]2[S:9][C:8](=[N:10][C:16](=[O:17])[C:15]3[CH:19]=[CH:20][CH:21]=[CH:22][C:14]=3[F:13])[N:7]([CH:24]([CH2:29][CH3:30])[C:25]([OH:27])=[O:26])[C:6]=2[CH:11]=1, predict the reactants needed to synthesize it. (6) Given the product [Cl:1][C:2]1[C:9]([Cl:10])=[CH:8][C:7]([Cl:11])=[CH:6][C:3]=1[CH:4]=[N:13][OH:14], predict the reactants needed to synthesize it. The reactants are: [Cl:1][C:2]1[C:9]([Cl:10])=[CH:8][C:7]([Cl:11])=[CH:6][C:3]=1[CH:4]=O.Cl.[NH2:13][OH:14]. (7) Given the product [OH:53][CH2:54][CH2:55][CH2:56][CH2:57][O:58][C:62]1[CH:71]=[C:70]2[C:65]([C:66](=[O:72])[NH:67][CH:68]=[N:69]2)=[CH:64][CH:63]=1, predict the reactants needed to synthesize it. The reactants are: P(OCCN(CCCCOC1C=C2C(C(NC3C=C(CC(NC4C=CC=C(F)C=4F)=O)NN=3)=NC=N2)=CC=1)CCC)(OC(C)(C)C)(OC(C)(C)C)=O.[OH:53][CH2:54][CH2:55][CH2:56][CH2:57][OH:58].[H-].[Na+].F[C:62]1[CH:71]=[C:70]2[C:65]([C:66](=[O:72])[NH:67][CH:68]=[N:69]2)=[CH:64][CH:63]=1.Cl. (8) Given the product [C:1]1([CH3:24])[CH:6]=[C:5]([CH3:7])[CH:4]=[C:3]([CH3:8])[C:2]=1[S:9]([N:12]1[CH2:13][CH2:14][CH:15]([N:18]2[CH2:19][CH2:20][CH:21]([CH3:22])[O:23][CH2:28]2)[CH2:16][CH2:17]1)(=[O:11])=[O:10], predict the reactants needed to synthesize it. The reactants are: [C:1]1([CH3:24])[CH:6]=[C:5]([CH3:7])[CH:4]=[C:3]([CH3:8])[C:2]=1[S:9]([N:12]1[CH2:17][CH2:16][CH:15]([NH:18][CH2:19][CH2:20][CH:21]([OH:23])[CH3:22])[CH2:14][CH2:13]1)(=[O:11])=[O:10].C=O.[NH+]1C=CC=C[CH:28]=1.CC1C=CC(S([O-])(=O)=O)=CC=1.C1C=C[NH+]=CC=1.C([O-])(O)=O.[Na+]. (9) The reactants are: [CH3:1][C:2]1[C:3]([N:28]2[CH2:33][CH2:32][NH:31][CH2:30][CH2:29]2)=[N:4][C:5]([NH:8][C:9]2[CH:24]=[CH:23][C:12]([C:13]([NH:15][CH:16]3[CH2:21][CH2:20][N:19]([CH3:22])[CH2:18][CH2:17]3)=[O:14])=[CH:11][C:10]=2[N+:25]([O-:27])=[O:26])=[N:6][CH:7]=1.[N:34]([C:37]1[CH:44]=[CH:43][C:40]([C:41]#[N:42])=[CH:39][CH:38]=1)=[C:35]=[O:36].C(N(CC)CC)C. Given the product [C:41]([C:40]1[CH:39]=[CH:38][C:37]([NH:34][C:35]([N:31]2[CH2:32][CH2:33][N:28]([C:3]3[C:2]([CH3:1])=[CH:7][N:6]=[C:5]([NH:8][C:9]4[CH:24]=[CH:23][C:12]([C:13](=[O:14])[NH:15][CH:16]5[CH2:21][CH2:20][N:19]([CH3:22])[CH2:18][CH2:17]5)=[CH:11][C:10]=4[N+:25]([O-:27])=[O:26])[N:4]=3)[CH2:29][CH2:30]2)=[O:36])=[CH:44][CH:43]=1)#[N:42], predict the reactants needed to synthesize it. (10) Given the product [S:26]1[C:27]2[CH:32]=[CH:31][CH:30]=[CH:29][C:28]=2[C:24]([N:18]2[CH2:19][CH2:20][N:21]([CH2:2][CH2:3][C:4]3[CH:9]=[CH:8][C:7]([N:10]([CH2:14][CH3:15])[C:11](=[O:13])[CH3:12])=[C:6]([CH3:16])[CH:5]=3)[CH2:22][CH2:23]2)=[N:25]1, predict the reactants needed to synthesize it. The reactants are: Cl[CH2:2][CH2:3][C:4]1[CH:9]=[CH:8][C:7]([N:10]([CH2:14][CH3:15])[C:11](=[O:13])[CH3:12])=[C:6]([CH3:16])[CH:5]=1.Cl.[N:18]1([C:24]2[C:28]3[CH:29]=[CH:30][CH:31]=[CH:32][C:27]=3[S:26][N:25]=2)[CH2:23][CH2:22][NH:21][CH2:20][CH2:19]1.